This data is from Experimentally validated miRNA-target interactions with 360,000+ pairs, plus equal number of negative samples. The task is: Binary Classification. Given a miRNA mature sequence and a target amino acid sequence, predict their likelihood of interaction. (1) The miRNA is hsa-miR-4294 with sequence GGGAGUCUACAGCAGGG. The protein sequence of the target gene is MAAANRGSKPRVRSIRFAAGHDAEGSQSHVHFDEKLHDSVVMVTQESDNSFLVKVGFLKILHRYEITFTLPPVRRLSKDIRETPVHSLHLKLLSVTPTSEGYSIKCEYSAHKEGVLKEEMLLACEGDIGTCVRVTVQARVMDRHHGTPMLLDGVKCVGAELEYDSEQSDWLGFD. Result: 0 (no interaction). (2) The miRNA is mmu-miR-875-3p with sequence CCUGAAAAUACUGAGGCUAUG. The protein sequence of the target gene is MAASLSERLFSLELLVDWVRLEARLLPSPAAAVEQEEEEEEKEQGEASSPRGLCPAVAFRLLDFPTLLVYPPDGPGAPAAEPWPGVIRFGRGKSCLFRLQPATLHCRLLRTPLATLLLQLPPGRPTPTPQLLGACDISLATAAHRVVGPAASGCSHRHRGRFPLHNRVGERTGDIALAYRLTDLGSRLLSQLERPLTFTRTGGGAEVSPQTQQERQQLQQPASQPSPKEADKPLGELEIPEAQKDLKEMVKSKAECDNVGSVENGKTNSVVTCSGAGNGRNVSSLNEEVTELDMETNIFC.... Result: 0 (no interaction). (3) The miRNA is hsa-miR-548as-5p with sequence AAAAGUAAUUGCGGGUUUUGCC. The protein sequence of the target gene is MPKKFQGENTKSAAARARRAEAKAAADAKKQKELEDAYWKDDDKHVMRKEQRKEEKEKRRLDQLERKKETQRLLEEEDSKLKGGKAPRVATSSKVTRAQIEDTLRRDHQLREAPDTAEKAKSHLEVPLEENVNRRVLEEGSVEARTIEDAIAVLSVAEEAADRHPERRMRAAFTAFEEAQLPRLKQENPNMRLSQLKQLLKKEWLRSPDNPMNQRAVPFNAPK. Result: 0 (no interaction). (4) Result: 0 (no interaction). The protein sequence of the target gene is MQWNVPRTMSRLALRTFVEAQKARLFDHHWRIKGPLLVHRGEYRVAWTPHLRKQWLHLSAVQCLAKQRNLLDAQPPQLGTLRQERWEQDILSKRVLSSSSTSQETPSEKKEETDPLQDKSISLYQRFKKTFRQYGKVLIPVHLITSGIWFGTFYYATIKGVNVIPFLEVIGLPDSIVDILKNSQSGNALTAYAMFKIATPARYTVTLGGTSFTVKYLRSHGYMSTPPPVKEYLQGRMEETKELITEKMEETKDRLTEKLQETKGKVSFKKKVE. The miRNA is cel-miR-249-3p with sequence UCACAGGACUUUUGAGCGUUGCC. (5) The miRNA is hsa-miR-3136-3p with sequence UGGCCCAACCUAUUCAGUUAGU. The protein sequence of the target gene is MAELGLNEHHQNEVINYMRFARSKRGLRLKTVDSCFQDLKDSRLVEETFTIDEVSEVLNGLQAVVHSEVESELINTAYTNVLLLRQLFSQAEKWYLKLQTDISELENRELLEQVAEFEKAEFVSSSKKPIIDITKPKLVPINEGGTTELLNKEILRLQQENEKLKSRLKTIEIQAVNALDEKSKLERVLQDLQLDQENQQDLLKAQDLDDLENTVATLRSEFQKTLNDKTENQKSLEENLAAAKHDLLRVQEQLSMAEKELEKKFQQTAAYRNMKEILTKKNDQIKDLRKRLAKYESED. Result: 0 (no interaction). (6) The protein sequence of the target gene is MNGQLNGFHEAFIEEGTFLFTSESVGEGHPDKICDQISDAVLDAHLQQDPDAKVACETVAKTGMILLAGEITSRAAIDYQKVVREAIKHIGYDDSSKGFDYKTCNVLVALEQQSPDIAQGVHLDRNEEDIGAGDQGLMFGYATDETEECMPLTIVLAHKLNAKLAELRRNGTLPWLRPDSKTQVTVQYMQDRGAVLPIRVHTIVISVQHDEEVCLDEMRDALKEKVIKAVVPAKYLDEDTIYHLQPSGRFVIGGPQGDAGLTGRKIIVDTYGGWGAHGGGAFSGKDYTKVDRSAAYAARW.... Result: 1 (interaction). The miRNA is mmu-miR-26a-5p with sequence UUCAAGUAAUCCAGGAUAGGCU. (7) The miRNA is hsa-miR-511-3p with sequence AAUGUGUAGCAAAAGACAGA. The protein sequence of the target gene is MAQDSVDLSCDYQFWMQKLSVWDQASTLETQQDTCLHVAQFQEFLRKMYEALKEMDSNTVIERFPTIGQLLAKACWNPFILAYDESQKILIWCLCCLINKEPQNSGQSKLNSWIQGVLSHILSALRFDKEVALFTQGLGYAPIDYYPGLLKNMVLSLASELRENHLNGFNTQRRMAPERVASLSRVCVPLITLTDVDPLVEALLICHGREPQEILQPEFFEAVNEAILLKKISLPMSAVVCLWLRHLPSLEKAMLHLFEKLISSERNCLRRIECFIKDSSLPQAACHPAIFRVVDEMFRC.... Result: 0 (no interaction). (8) The miRNA is hsa-miR-6129 with sequence UGAGGGAGUUGGGUGUAUA. The protein sequence of the target gene is MERAKMAEESLETAAEHERILREIESTDTACIGPTLRSVYDGEEHGRFMEKLETRIRNHDREIEKMCNFHYQGFVDSITELLKVRGEAQKLKNQVTDTNRKLQHEGKELVIAMEELKQCRLQQRNISATVDKLMLCLPVLEMYSKLRDQMKTKRHYPALKTLEHLEHTYLPQVSHYRFCKVMVDNIPKLREEIKDVSMSDLKDFLESIRKHSDKIGETAMKQAQQQRNLDNIVLQQPRIGSKRKSKKDVYTIFDAEVESTSPKSEQDSGILDVEDEEDDEEVPGAQDLVDFSPVYRCLHI.... Result: 0 (no interaction). (9) The miRNA is hsa-miR-6873-3p with sequence UUCUCUCUGUCUUUCUCUCUCAG. The protein sequence of the target gene is MATCAEILRSEFPEIDGQVFDYVTGVLHSGSADFESVDDLVEAVGELLQEVSGDSKDDAGIRAVCQRMYNTLRLAEPQSQGNSQVLLDAPIQLSKITENYDCGTKLPGLLKREQSSTVNAKKLEKAEARLKAKQEKRSEKDTLKTSNPLVLEEASASQAGSRKESRLESSGKNKSYDVRIENFDVSFGDRVLLAGADVNLAWGRRYGLVGRNGLGKTTLLKMLATRSLRVPAHISLLHVEQEVAGDDTPALQSVLESDSVREDLLRRERELTAQIAAGRAEGSEAAELAEIYAKLEEIEA.... Result: 1 (interaction).